From a dataset of Forward reaction prediction with 1.9M reactions from USPTO patents (1976-2016). Predict the product of the given reaction. (1) The product is: [C:1]1([S:7]([N:10]2[CH2:11][CH:12]3[O:20][C:13]3=[CH:14]2)(=[O:9])=[O:8])[CH:2]=[CH:3][CH:4]=[CH:5][CH:6]=1. Given the reactants [C:1]1([S:7]([N:10]2[CH2:14][CH:13]=[CH:12][CH2:11]2)(=[O:9])=[O:8])[CH:6]=[CH:5][CH:4]=[CH:3][CH:2]=1.ClC1C=C(C=CC=1)C(OO)=[O:20], predict the reaction product. (2) Given the reactants [Cl:1][CH2:2][CH:3]=O.Cl.[Cl:6][C:7]([Cl:12])=[CH:8][CH2:9][O:10][NH2:11], predict the reaction product. The product is: [Cl:6][C:7]([Cl:12])=[CH:8][CH2:9][O:10][N:11]=[CH:3][CH2:2][Cl:1]. (3) Given the reactants [Cl:1][C:2]1[CH:7]=[CH:6][C:5]([C:8]2[N:12]([CH:13]([CH:16]3[CH2:21][CH2:20][CH2:19][CH2:18][CH2:17]3)[CH2:14][OH:15])[C:11]3[CH:22]=[C:23]([F:27])[C:24]([F:26])=[CH:25][C:10]=3[N:9]=2)=[CH:4][CH:3]=1.[CH3:28][C:29]1[CH:30]=[C:31]([CH:34]=[C:35]([CH3:38])[C:36]=1O)[C:32]#[N:33], predict the reaction product. The product is: [Cl:1][C:2]1[CH:7]=[CH:6][C:5]([C:8]2[N:12]([CH:13]([CH:16]3[CH2:17][CH2:18][CH2:19][CH2:20][CH2:21]3)[CH2:14][O:15][C:36]3[C:35]([CH3:38])=[CH:34][C:31]([C:32]#[N:33])=[CH:30][C:29]=3[CH3:28])[C:11]3[CH:22]=[C:23]([F:27])[C:24]([F:26])=[CH:25][C:10]=3[N:9]=2)=[CH:4][CH:3]=1.